From a dataset of Peptide-MHC class I binding affinity with 185,985 pairs from IEDB/IMGT. Regression. Given a peptide amino acid sequence and an MHC pseudo amino acid sequence, predict their binding affinity value. This is MHC class I binding data. (1) The peptide sequence is QWSLFFFVY. The MHC is HLA-A01:01 with pseudo-sequence HLA-A01:01. The binding affinity (normalized) is 0.169. (2) The peptide sequence is QARQMVQAM. The MHC is HLA-A24:02 with pseudo-sequence HLA-A24:02. The binding affinity (normalized) is 0.0847. (3) The peptide sequence is MEVTAKWLW. The MHC is HLA-B53:01 with pseudo-sequence HLA-B53:01. The binding affinity (normalized) is 0.202. (4) The peptide sequence is FMFDSDEAM. The MHC is HLA-C12:03 with pseudo-sequence HLA-C12:03. The binding affinity (normalized) is 0.523. (5) The peptide sequence is TTFDLTLRR. The MHC is HLA-A03:01 with pseudo-sequence HLA-A03:01. The binding affinity (normalized) is 0.620.